This data is from Peptide-MHC class II binding affinity with 134,281 pairs from IEDB. The task is: Regression. Given a peptide amino acid sequence and an MHC pseudo amino acid sequence, predict their binding affinity value. This is MHC class II binding data. The peptide sequence is GELQIKDKIDAAFKI. The MHC is DRB1_0701 with pseudo-sequence DRB1_0701. The binding affinity (normalized) is 0.995.